Dataset: Full USPTO retrosynthesis dataset with 1.9M reactions from patents (1976-2016). Task: Predict the reactants needed to synthesize the given product. (1) Given the product [CH3:36][O:35][CH2:34][CH2:33][O:32][C:29]1[CH:30]=[C:31]([CH:26]=[CH:27][C:28]=1[O:37][CH2:38][CH2:39][CH:40]1[CH2:45][CH2:44][CH2:43][CH2:42][NH:41]1)[C:22]([O:9][CH2:8][CH3:7])=[O:53], predict the reactants needed to synthesize it. The reactants are: N1CCCCC1[CH2:7][CH2:8][OH:9].[H-].[Na+].C(C1CN([C:22]2[C:31]3[C:26](=[CH:27][C:28]([O:37][CH2:38][CH2:39][CH:40]4[CH2:45][CH2:44][CH2:43][CH2:42][NH:41]4)=[C:29]([O:32][CH2:33][CH2:34][O:35][CH3:36])[CH:30]=3)N=CN=2)CCN1C([O-])=O)(C)(C)C.CN(C=[O:53])C. (2) Given the product [CH3:14][C:9]1[N:8]([C:4]2[CH:5]=[CH:6][CH:7]=[C:2]([C:20]3[CH:25]=[CH:24][CH:23]=[CH:22][CH:21]=3)[N:3]=2)[C:12]([CH3:13])=[CH:11][CH:10]=1, predict the reactants needed to synthesize it. The reactants are: Cl[C:2]1[CH:7]=[CH:6][CH:5]=[C:4]([N:8]2[C:12]([CH3:13])=[CH:11][CH:10]=[C:9]2[CH3:14])[N:3]=1.C([Sn](CCCC)(CCCC)[C:20]1[CH:25]=[CH:24][CH:23]=[CH:22][CH:21]=1)CCC. (3) Given the product [Cl:1][C:2]1[CH:3]=[C:4]([O:14][CH2:17][CH:18]([CH3:20])[CH3:19])[CH:5]=[CH:6][C:7]=1[O:8][C:9]1[S:10][CH:11]=[CH:12][N:13]=1, predict the reactants needed to synthesize it. The reactants are: [Cl:1][C:2]1[CH:3]=[C:4]([OH:14])[CH:5]=[CH:6][C:7]=1[O:8][C:9]1[S:10][CH:11]=[CH:12][N:13]=1.[H-].[Na+].[CH2:17](I)[CH:18]([CH3:20])[CH3:19].O. (4) Given the product [CH3:1][O:2][C:3]1[N:8]=[CH:7][C:6]([NH:9][C:10]2[N:15]=[C:14]([CH2:16][CH2:17][C:18]3[CH:23]=[CH:22][CH:21]=[CH:20][C:19]=3[CH:24]([CH3:28])[C:25]([NH2:27])=[O:26])[C:13]([C:29]([F:31])([F:32])[F:30])=[CH:12][N:11]=2)=[CH:5][CH:4]=1, predict the reactants needed to synthesize it. The reactants are: [CH3:1][O:2][C:3]1[N:8]=[CH:7][C:6]([NH:9][C:10]2[N:15]=[C:14]([C:16]#[C:17][C:18]3[CH:23]=[CH:22][CH:21]=[CH:20][C:19]=3[CH:24]([CH3:28])[C:25]([NH2:27])=[O:26])[C:13]([C:29]([F:32])([F:31])[F:30])=[CH:12][N:11]=2)=[CH:5][CH:4]=1.CO. (5) Given the product [Br:2][C:3]1[CH:8]=[CH:7][C:6]([CH2:9][C:10]([O:20][CH2:18][CH3:19])=[O:14])=[C:5]([F:12])[CH:4]=1, predict the reactants needed to synthesize it. The reactants are: Cl.[Br:2][C:3]1[CH:8]=[CH:7][C:6]([CH2:9][C:10]#N)=[C:5]([F:12])[CH:4]=1.C(=O)([O-])[OH:14].[Na+].[CH2:18]([OH:20])[CH3:19].